Task: Predict the reactants needed to synthesize the given product.. Dataset: Full USPTO retrosynthesis dataset with 1.9M reactions from patents (1976-2016) (1) Given the product [Br:1][C:2]1[C:3]([CH3:19])=[C:4]2[C:10]([I:20])=[CH:9][N:8]([CH2:11][O:12][CH2:13][CH2:14][Si:15]([CH3:18])([CH3:17])[CH3:16])[C:5]2=[N:6][CH:7]=1, predict the reactants needed to synthesize it. The reactants are: [Br:1][C:2]1[C:3]([CH3:19])=[C:4]2[CH:10]=[CH:9][N:8]([CH2:11][O:12][CH2:13][CH2:14][Si:15]([CH3:18])([CH3:17])[CH3:16])[C:5]2=[N:6][CH:7]=1.[I:20]N1C(=O)CCC1=O.C(=O)(O)[O-].[Na+].S([O-])([O-])(=O)=O.[Na+].[Na+]. (2) Given the product [N:3]1[CH:2]=[CH:7][C:6]([O:8][C:9]2[CH:18]=[C:17]3[C:12]([CH2:13][CH2:14][CH:15]([C:19]([NH:21][O:22][CH:23]4[CH2:28][CH2:27][CH2:26][CH2:25][O:24]4)=[O:20])[CH2:16]3)=[CH:11][CH:10]=2)=[CH:5][CH:4]=1, predict the reactants needed to synthesize it. The reactants are: Cl[C:2]1[CH:7]=[C:6]([O:8][C:9]2[CH:18]=[C:17]3[C:12]([CH2:13][CH2:14][CH:15]([C:19]([NH:21][O:22][CH:23]4[CH2:28][CH2:27][CH2:26][CH2:25][O:24]4)=[O:20])[CH2:16]3)=[CH:11][CH:10]=2)[CH:5]=[CH:4][N:3]=1.